From a dataset of Catalyst prediction with 721,799 reactions and 888 catalyst types from USPTO. Predict which catalyst facilitates the given reaction. (1) Reactant: [OH-].[Na+].Cl[CH2:4][C@H:5]([C:7]1[CH:12]=[CH:11][C:10]([F:13])=[CH:9][CH:8]=1)[OH:6]. Product: [F:13][C:10]1[CH:11]=[CH:12][C:7]([C@H:5]2[CH2:4][O:6]2)=[CH:8][CH:9]=1. The catalyst class is: 27. (2) Reactant: [CH3:1][O:2][C:3]1[CH:4]=[C:5]2[C:9](=[CH:10][CH:11]=1)[N:8]([S:12]([C:15]1[CH:20]=[CH:19][CH:18]=[CH:17][CH:16]=1)(=[O:14])=[O:13])[CH:7]=[CH:6]2.C([Li])CCC.[NH4+].[Cl-].C1C[O:31][CH2:30]C1. Product: [CH:30]([C:7]1[N:8]([S:12]([C:15]2[CH:16]=[CH:17][CH:18]=[CH:19][CH:20]=2)(=[O:14])=[O:13])[C:9]2[C:5]([CH:6]=1)=[CH:4][C:3]([O:2][CH3:1])=[CH:11][CH:10]=2)=[O:31]. The catalyst class is: 81. (3) Reactant: [Br:1][CH:2]([CH3:6])[C:3](Cl)=[O:4].[CH2:7]([OH:10])[CH2:8][OH:9].N1C=CC=CC=1.Cl. Product: [Br:1][CH:2]([CH3:6])[C:3]([O:9][CH2:8][CH2:7][OH:10])=[O:4]. The catalyst class is: 476. (4) Reactant: [C:1]([N:8]1CCC(N)C[CH2:9]1)([O:3][C:4]([CH3:7])([CH3:6])[CH3:5])=[O:2].Cl[C:16]1[CH:21]=[C:20]([CH3:22])[N:19]=[CH:18][N:17]=1.C([N:26]([CH2:30][CH3:31])[CH:27]([CH3:29])C)(C)C. Product: [C:4]([O:3][C:1](=[O:2])[NH:8][CH:9]1[CH2:29][CH2:27][N:26]([C:16]2[CH:21]=[C:20]([CH3:22])[N:19]=[CH:18][N:17]=2)[CH2:30][CH2:31]1)([CH3:7])([CH3:6])[CH3:5]. The catalyst class is: 38. (5) Reactant: [N+:1]([C:4]1[CH:5]=[C:6]([CH2:10][C:11]([NH:13][C:14]2[CH:15]=[C:16]([NH:20]C(=O)OC(C)(C)C)[CH:17]=[CH:18][CH:19]=2)=[O:12])[CH:7]=[CH:8][CH:9]=1)([O-:3])=[O:2].[ClH:28]. Product: [ClH:28].[NH2:20][C:16]1[CH:15]=[C:14]([NH:13][C:11](=[O:12])[CH2:10][C:6]2[CH:7]=[CH:8][CH:9]=[C:4]([N+:1]([O-:3])=[O:2])[CH:5]=2)[CH:19]=[CH:18][CH:17]=1. The catalyst class is: 12. (6) Reactant: [NH2:1][C:2]1[N:7]=[C:6](S(C)(=O)=O)[C:5]([C:12]#[N:13])=[C:4]([C:14]2[CH:19]=[CH:18][CH:17]=[CH:16][CH:15]=2)[N:3]=1.[CH2:20]([NH2:23])[CH2:21][CH3:22]. Product: [NH2:1][C:2]1[N:3]=[C:4]([C:14]2[CH:19]=[CH:18][CH:17]=[CH:16][CH:15]=2)[C:5]([C:12]#[N:13])=[C:6]([NH:23][CH2:20][CH2:21][CH3:22])[N:7]=1. The catalyst class is: 57. (7) Reactant: [F:1][C:2]1[CH:11]=[CH:10][CH:9]=[C:8]2[C:3]=1[C:4]1([CH2:14][CH2:13][CH2:12]1)[CH2:5][CH2:6][NH:7]2.[H-].[Na+].Br[CH2:18][C:19]([NH2:21])=[O:20]. Product: [F:1][C:2]1[CH:11]=[CH:10][CH:9]=[C:8]2[C:3]=1[C:4]1([CH2:14][CH2:13][CH2:12]1)[CH2:5][CH2:6][N:7]2[CH2:18][C:19]([NH2:21])=[O:20]. The catalyst class is: 9. (8) Reactant: [Br:1][C:2]1[N:7]=[C:6]([CH2:8][C:9]#N)[CH:5]=[CH:4][CH:3]=1.[OH-:11].[Na+].C[OH:14]. Product: [Br:1][C:2]1[N:7]=[C:6]([CH2:8][C:9]([OH:14])=[O:11])[CH:5]=[CH:4][CH:3]=1. The catalyst class is: 84. (9) Reactant: [CH2:1]([N:8]([CH3:26])[CH2:9][CH2:10][N:11]1[CH:15]=[C:14]([C:16]2[CH:21]=[C:20]([C:22]([O:24]C)=[O:23])[CH:19]=[CH:18][N:17]=2)[N:13]=[CH:12]1)[C:2]1[CH:7]=[CH:6][CH:5]=[CH:4][CH:3]=1.[OH-].[Na+]. Product: [CH2:1]([N:8]([CH3:26])[CH2:9][CH2:10][N:11]1[CH:15]=[C:14]([C:16]2[CH:21]=[C:20]([C:22]([OH:24])=[O:23])[CH:19]=[CH:18][N:17]=2)[N:13]=[CH:12]1)[C:2]1[CH:3]=[CH:4][CH:5]=[CH:6][CH:7]=1. The catalyst class is: 5. (10) Reactant: C(O[C:4](OCC)([C:7]1[CH:12]=[CH:11][N:10]=[CH:9][CH:8]=1)[CH2:5][NH2:6])C.[C:16](=[NH:22])(OCC)[CH2:17][CH3:18]. Product: [CH2:17]([C:16]1[NH:6][CH:5]=[C:4]([C:7]2[CH:8]=[CH:9][N:10]=[CH:11][CH:12]=2)[N:22]=1)[CH3:18]. The catalyst class is: 8.